This data is from Reaction yield outcomes from USPTO patents with 853,638 reactions. The task is: Predict the reaction yield, written as a fraction of the theoretical maximum amount of product (1.0 means a 100% yield; for example, 0.34 means a 34% yield). (1) The reactants are [OH:1][N:2]1[C:6](=[O:7])[C:5]2=[CH:8][CH:9]=[CH:10][CH:11]=[C:4]2[C:3]1=[O:12].[CH2:13]1[CH2:23]CN2C(=NCCC2)C[CH2:14]1.C(Br)C=C. The catalyst is CN(C=O)C. The product is [CH2:23]([O:1][N:2]1[C:3](=[O:12])[C:4]2=[CH:11][CH:10]=[CH:9][CH:8]=[C:5]2[C:6]1=[O:7])[CH:13]=[CH2:14]. The yield is 0.960. (2) The yield is 0.220. The product is [Br:1][C:2]1[CH:3]=[C:4]2[N:10]=[CH:9][N:8]([CH2:11][C:12]3[CH:23]=[CH:22][C:15]4[N:16]=[C:17]([NH:33][C@@H:26]5[C:27]6[C:32](=[CH:31][CH:30]=[CH:29][CH:28]=6)[CH2:24][C@H:25]5[OH:34])[O:18][C:14]=4[CH:13]=3)[C:5]2=[N:6][CH:7]=1. The catalyst is CC(N(C)C)=O. The reactants are [Br:1][C:2]1[CH:3]=[C:4]2[N:10]=[CH:9][N:8]([CH2:11][C:12]3[CH:23]=[CH:22][C:15]4[N:16]=[C:17](S(C)=O)[O:18][C:14]=4[CH:13]=3)[C:5]2=[N:6][CH:7]=1.[CH2:24]1[C:32]2[C:27](=[CH:28][CH:29]=[CH:30][CH:31]=2)[C@@H:26]([NH2:33])[C@@H:25]1[OH:34].CCN(C(C)C)C(C)C. (3) The reactants are [CH2:1]([O:3][C:4]([C:6]1[C:7](=O)[C:8]2[C:13]([C:14]=1[C:15]1[CH:20]=[CH:19][CH:18]=[CH:17][CH:16]=1)=[CH:12][CH:11]=[C:10]([O:21][CH3:22])[CH:9]=2)=[O:5])[CH3:2].[CH:24]([Mg]Cl)([CH3:26])[CH3:25].C1C[O:32]CC1. No catalyst specified. The product is [CH2:1]([O:3][C:4]([C:6]1[CH:7]([C:24]([OH:32])([CH3:26])[CH3:25])[C:8]2[C:13]([C:14]=1[C:15]1[CH:20]=[CH:19][CH:18]=[CH:17][CH:16]=1)=[CH:12][CH:11]=[C:10]([O:21][CH3:22])[CH:9]=2)=[O:5])[CH3:2]. The yield is 0.452. (4) The reactants are [CH2:1]([O:5][CH2:6][C:7]1[CH:12]=[CH:11][C:10]([CH2:13][C:14](Cl)=[N:15][OH:16])=[CH:9][CH:8]=1)[CH2:2][CH2:3][CH3:4].[C:18]([C:20]1[C:21]([NH2:26])=[N:22][CH:23]=[CH:24][CH:25]=1)#[CH:19].C(N(CC)CC)C. The catalyst is O1CCCC1. The product is [CH2:1]([O:5][CH2:6][C:7]1[CH:12]=[CH:11][C:10]([CH2:13][C:14]2[CH:19]=[C:18]([C:20]3[C:21]([NH2:26])=[N:22][CH:23]=[CH:24][CH:25]=3)[O:16][N:15]=2)=[CH:9][CH:8]=1)[CH2:2][CH2:3][CH3:4]. The yield is 0.0500. (5) The reactants are Br[CH2:2][C:3]1[CH:8]=[CH:7][CH:6]=[C:5]([F:9])[C:4]=1[F:10].[Na].[C:12]([O:18][CH2:19][CH3:20])(=[O:17])[CH2:13][C:14]([CH3:16])=[O:15]. The catalyst is O1CCCC1. The product is [F:10][C:4]1[C:5]([F:9])=[CH:6][CH:7]=[CH:8][C:3]=1[CH2:2][CH:13]([C:14](=[O:15])[CH3:16])[C:12]([O:18][CH2:19][CH3:20])=[O:17]. The yield is 0.790.